From a dataset of Experimentally validated miRNA-target interactions with 360,000+ pairs, plus equal number of negative samples. Binary Classification. Given a miRNA mature sequence and a target amino acid sequence, predict their likelihood of interaction. (1) The miRNA is hsa-miR-193b-3p with sequence AACUGGCCCUCAAAGUCCCGCU. The protein sequence of the target gene is MLSALARPASAALRRSFSTSAQNNAKVAVLGASGGIGQPLSLLLKNSPLVSRLTLYDIAHTPGVAADLSHIETKAAVKGYLGPEQLPDCLKGCDVVVIPAGVPRKPGMTRDDLFNTNATIVATLTAACAQHCPEAMICVIANPVNSTIPITAEVFKKHGVYNPNKIFGVTTLDIVRANTFVAELKGLDPARVNVPVIGGHAGKTIIPLISQCTPKVDFPQDQLTALTGRIQEAGTEVVKAKAGAGSATLSMAYAGARFVFSLVDAMNGKEGVVECSFVKSQETECTYFSTPLLLGKKGIE.... Result: 1 (interaction). (2) The miRNA is mmu-miR-298-5p with sequence GGCAGAGGAGGGCUGUUCUUCCC. Result: 1 (interaction). The protein sequence of the target gene is MAHDQPLLVVQEALRKCFPVVEEQQNLWQSTLQDCSPLLSSLSNLAEQLQAAQSLRFEDVPALRPFPDLQERLRRKQLEAGDVVLDKLAERLATLLKVRNTINSHVEQVFQAYEQHAAVLDIDTVLRPSVVSPSVADMLEWLQDIDRHYGSSYLKRKYLLSSIHWGDLASIQALPKAWDQISENECQTLVSDVLVSVSFFLEEPGGCAASGDLEHHS.